This data is from Experimentally validated miRNA-target interactions with 360,000+ pairs, plus equal number of negative samples. The task is: Binary Classification. Given a miRNA mature sequence and a target amino acid sequence, predict their likelihood of interaction. (1) The miRNA is hsa-miR-4522 with sequence UGACUCUGCCUGUAGGCCGGU. The protein sequence of the target gene is MPSVALKSPRLRRVFVVGVGMTKFMKPGGENSRDYPDMAKEAGQKALEDAQIPYSAVEQACVGYVYGDSTSGQRAIYHSLGLTGIPIINVNNNCSTGSTALFMAHQLIQGGLANCVLALGFEKMERGSIGTKFSDRTTPTDKHIEVLIDKYGLSAHPITPQMFGYAGKEHMEKYGTKVEHFAKIGWKNHKHSVNNTYSQFQDEYSLEEVMKSKPVFDFLTILQCCPTSDGAAAAILSSEEFVQQYGLQSKAVEIVAQEMMTDLPSTFEEKSIIKVVGYDMSKEAARRCYEKSGLTPNDVD.... Result: 0 (no interaction). (2) The miRNA is hsa-miR-924 with sequence AGAGUCUUGUGAUGUCUUGC. The protein sequence of the target gene is MELVRRLMPLTLLILSCLAELTMAEAEGNASCTVSLGGANMAETHKAMILQLNPSENCTWTIERPENKSIRIIFSYVQLDPDGSCESENIKVFDGTSSNGPLLGQVCSKNDYVPVFESSSSTLTFQIVTDSARIQRTVFVFYYFFSPNISIPNCGGYLDTLEGSFTSPNYPKPHPELAYCVWHIQVEKDYKIKLNFKEIFLEIDKQCKFDFLAIYDGPSTNSGLIGQVCGRVTPTFESSSNSLTVVLSTDYANSYRGFSASYTSIYAENINTTSLTCSSDRMRVIISKSYLEAFNSNGNN.... Result: 0 (no interaction).